From a dataset of Forward reaction prediction with 1.9M reactions from USPTO patents (1976-2016). Predict the product of the given reaction. Given the reactants [NH2:1][C:2]1[C:3]([Cl:9])=[N:4][CH:5]=[C:6]([Br:8])[CH:7]=1.[F:10][C:11]1[CH:16]=[CH:15][C:14]([S:17](Cl)(=[O:19])=[O:18])=[CH:13][CH:12]=1, predict the reaction product. The product is: [F:10][C:11]1[CH:16]=[CH:15][C:14]([S:17]([N:1]([C:2]2[C:3]([Cl:9])=[N:4][CH:5]=[C:6]([Br:8])[CH:7]=2)[S:17]([C:14]2[CH:15]=[CH:16][C:11]([F:10])=[CH:12][CH:13]=2)(=[O:19])=[O:18])(=[O:19])=[O:18])=[CH:13][CH:12]=1.